Predict which catalyst facilitates the given reaction. From a dataset of Catalyst prediction with 721,799 reactions and 888 catalyst types from USPTO. (1) The catalyst class is: 1. Product: [Cl:1][C:2]1[CH:3]=[C:4]([C@H:8]([N:24]2[C:20](=[O:30])[C:21]3[C:22](=[CH:26][CH:27]=[CH:28][CH:29]=3)[C:23]2=[O:25])[CH2:9][N:10]([CH3:18])[C:11](=[O:17])[O:12][C:13]([CH3:16])([CH3:15])[CH3:14])[CH:5]=[CH:6][CH:7]=1. Reactant: [Cl:1][C:2]1[CH:3]=[C:4]([C@@H:8](O)[CH2:9][N:10]([CH3:18])[C:11](=[O:17])[O:12][C:13]([CH3:16])([CH3:15])[CH3:14])[CH:5]=[CH:6][CH:7]=1.[C:20]1(=[O:30])[NH:24][C:23](=[O:25])[C:22]2=[CH:26][CH:27]=[CH:28][CH:29]=[C:21]12.C1C=CC(P(C2C=CC=CC=2)C2C=CC=CC=2)=CC=1. (2) Reactant: I[C:2]1[N:6]([C:7]2[CH:12]=[CH:11][CH:10]=[CH:9][CH:8]=2)[N:5]=[C:4]([NH2:13])[CH:3]=1.CC1(C)C(C)(C)OB([C:22]2[CH:27]=[CH:26][CH:25]=[C:24]([CH2:28][O:29][CH2:30][C:31]([F:34])([F:33])[F:32])[CH:23]=2)O1.C(=O)([O-])[O-].[Na+].[Na+].C1(P(C2CCCCC2)C2CCCCC2)CCCCC1.C(=O)([O-])O.[Na+]. Product: [C:7]1([N:6]2[C:2]([C:26]3[CH:27]=[CH:22][CH:23]=[C:24]([CH2:28][O:29][CH2:30][C:31]([F:32])([F:33])[F:34])[CH:25]=3)=[CH:3][C:4]([NH2:13])=[N:5]2)[CH:12]=[CH:11][CH:10]=[CH:9][CH:8]=1. The catalyst class is: 848. (3) Reactant: [CH2:1]([N:8]1[C:20]2[CH:19]=[CH:18][C:17]([C:21]3[CH:30]=[CH:29][C:24]([O:25][CH2:26][C:27]#[N:28])=[CH:23][CH:22]=3)=[CH:16][C:15]=2[C:14]2[CH2:13][CH2:12][CH2:11][CH2:10][C:9]1=2)[C:2]1[CH:7]=[CH:6][CH:5]=[CH:4][CH:3]=1.[N-:31]=[N+:32]=[N-:33].[Na+].[NH4+].[Cl-]. Product: [CH2:1]([N:8]1[C:9]2[CH2:10][CH2:11][CH2:12][CH2:13][C:14]=2[C:15]2[C:20]1=[CH:19][CH:18]=[C:17]([C:21]1[CH:22]=[CH:23][C:24]([O:25][CH2:26][C:27]3[NH:33][N:32]=[N:31][N:28]=3)=[CH:29][CH:30]=1)[CH:16]=2)[C:2]1[CH:7]=[CH:6][CH:5]=[CH:4][CH:3]=1. The catalyst class is: 3. (4) Reactant: C[O:2][C:3](=[O:29])[CH:4]=[CH:5][C:6]1[CH:11]=[CH:10][C:9]([C:12]2[C:18]3[CH:19]=[CH:20][CH:21]=[CH:22][C:17]=3[CH2:16][CH2:15][CH2:14][C:13]=2[C:23]2[CH:28]=[CH:27][CH:26]=[CH:25][CH:24]=2)=[CH:8][CH:7]=1.[OH-].[K+]. Product: [C:23]1([C:13]2[CH2:14][CH2:15][CH2:16][C:17]3[CH:22]=[CH:21][CH:20]=[CH:19][C:18]=3[C:12]=2[C:9]2[CH:8]=[CH:7][C:6]([CH:5]=[CH:4][C:3]([OH:29])=[O:2])=[CH:11][CH:10]=2)[CH:28]=[CH:27][CH:26]=[CH:25][CH:24]=1. The catalyst class is: 92.